Dataset: Drug-target binding data from BindingDB using IC50 measurements. Task: Regression. Given a target protein amino acid sequence and a drug SMILES string, predict the binding affinity score between them. We predict pIC50 (pIC50 = -log10(IC50 in M); higher means more potent). Dataset: bindingdb_ic50. The small molecule is CCOc1ccc(N2CCN(c3noc(C4(NC(C)=O)CCC4)n3)[C@@H](C)C2)c(C)c1. The target protein (E9Q4Z2) has sequence MVLLLFLTCLVFSCLTFSWLKIWGKMTDSKPLTNSKVEANLLSSEESLSASELSGEQLQEHGDHSCLSYRGPRDASQQRNSLPSSCQRPPRNPLSSNDTWPSPELQTNWTAAPGPEVPDANGLSFPARPPSQRTVSPSREDRKQAHIKRQLMTSFILGSLDDNSSDEDPSAGSFQNSSRKSSRASLGTLSQEAALNTSDPESHAPTMRPSMSGLHLVKRGREHKKLDLHRDFTVASPAEFVTRFGGNRVIEKVLIANNGIAAVKCMRSIRRWAYEMFRNERAIRFVVMVTPEDLKANAEYIKMADQYVPVPGGPNNNNYANVELIIDIAKRIPVQAVWAGWGHASENPKLPELLCKHEIAFLGPPSEAMWALGDKIASTIVAQTLQIPTLPWSGSGLTVEWTEDSRHQGKCISVPEDVYEQGCVKDVDEGLQAAEKIGFPLMIKASEGGGGKGIRKAESAEDFPMLFRQVQSEIPGSPIFLMKLAQNARHLEVQVLADQY.... The pIC50 is 7.0.